Dataset: Full USPTO retrosynthesis dataset with 1.9M reactions from patents (1976-2016). Task: Predict the reactants needed to synthesize the given product. (1) Given the product [Br:22][C:12]1[N:9]2[CH:10]=[CH:11][C:6]([C:4]([O:3][CH2:1][CH3:2])=[O:5])=[CH:7][C:8]2=[N:14][N:13]=1, predict the reactants needed to synthesize it. The reactants are: [CH2:1]([O:3][C:4]([C:6]1[CH:11]=[CH:10][N:9]2[CH:12]=[N:13][N:14]=[C:8]2[CH:7]=1)=[O:5])[CH3:2].C1C(=O)N([Br:22])C(=O)C1.C(=O)([O-])[O-].[K+].[K+]. (2) Given the product [CH3:15][N:13]1[CH:14]=[C:10]([N:5]2[CH:6]=[CH:7][C:8](=[O:9])[C:3](/[CH:2]=[CH:35]/[C:36]3[CH:39]=[C:50]4[C:55](=[CH:54][CH:37]=3)[N:46]=[CH:47][CH:48]=[CH:49]4)=[N:4]2)[CH:11]=[N:12]1, predict the reactants needed to synthesize it. The reactants are: Cl[CH2:2][C:3]1[C:8](=[O:9])[CH:7]=[CH:6][N:5]([C:10]2[CH:11]=[N:12][N:13]([CH3:15])[CH:14]=2)[N:4]=1.C1(P(C2C=CC=CC=2)C2C=CC=CC=2)C=CC=CC=1.[CH3:35][C:36]([CH3:39])([O-])[CH3:37].[K+].C1COCC1.[N:46]1[C:55]2[C:50](=CC=C[CH:54]=2)[C:49](C=O)=[CH:48][CH:47]=1.